This data is from Forward reaction prediction with 1.9M reactions from USPTO patents (1976-2016). The task is: Predict the product of the given reaction. (1) Given the reactants Br[CH:2]([CH2:8][CH2:9][CH2:10][CH2:11][CH2:12][CH2:13][CH2:14][CH2:15][CH3:16])[CH2:3][CH2:4][CH2:5][CH2:6][CH3:7].CN(C)CCN(C)C.[CH3:25][O:26][C:27]1[CH:32]=[CH:31][C:30]([Mg]Br)=[CH:29][CH:28]=1, predict the reaction product. The product is: [CH3:25][O:26][C:27]1[CH:32]=[CH:31][C:30]([CH:2]([CH2:8][CH2:9][CH2:10][CH2:11][CH2:12][CH2:13][CH2:14][CH2:15][CH3:16])[CH2:3][CH2:4][CH2:5][CH2:6][CH3:7])=[CH:29][CH:28]=1. (2) Given the reactants N(C(OC(C)C)=O)=NC([O:5][CH:6](C)[CH3:7])=O.[OH:15][C@H:16]([CH2:34][CH2:35][C:36]1[CH:41]=[CH:40][C:39]([C:42]2[CH:43]=[N:44][C:45]([O:48][CH3:49])=[CH:46][CH:47]=2)=[CH:38][CH:37]=1)[C@H:17]([CH2:21][CH2:22][N:23]1[C:28](=[O:29])[C:27]2[CH:30]=[CH:31][CH:32]=[CH:33][C:26]=2[N:25]=[N:24]1)[C:18]([OH:20])=[O:19].C(P(CCCC)CCCC)CCC.C(O)(=O)C, predict the reaction product. The product is: [C:6]([O:15][C@H:16]([CH2:34][CH2:35][C:36]1[CH:37]=[CH:38][C:39]([C:42]2[CH:43]=[N:44][C:45]([O:48][CH3:49])=[CH:46][CH:47]=2)=[CH:40][CH:41]=1)[C@H:17]([CH2:21][CH2:22][N:23]1[C:28](=[O:29])[C:27]2[CH:30]=[CH:31][CH:32]=[CH:33][C:26]=2[N:25]=[N:24]1)[C:18]([OH:20])=[O:19])(=[O:5])[CH3:7].